From a dataset of Peptide-MHC class II binding affinity with 134,281 pairs from IEDB. Regression. Given a peptide amino acid sequence and an MHC pseudo amino acid sequence, predict their binding affinity value. This is MHC class II binding data. The peptide sequence is QRIYGVRYTETWSFL. The MHC is DRB1_0405 with pseudo-sequence DRB1_0405. The binding affinity (normalized) is 0.635.